Dataset: Catalyst prediction with 721,799 reactions and 888 catalyst types from USPTO. Task: Predict which catalyst facilitates the given reaction. (1) Reactant: C(N(CC)CC)C.[NH2:8][C:9]1[N:17]=[C:16]([CH3:18])[CH:15]=[CH:14][C:10]=1[C:11]([OH:13])=O.[OH-].[F:20][C:21]1[CH:26]=[CH:25][C:24]([O:27][C:28]2[CH:29]=[C:30]([CH:33]=[CH:34][CH:35]=2)[CH2:31][NH2:32])=[CH:23][CH:22]=1.CN([P+](ON1N=NC2C=CC=CC1=2)(N(C)C)N(C)C)C.F[P-](F)(F)(F)(F)F. Product: [F:20][C:21]1[CH:26]=[CH:25][C:24]([O:27][C:28]2[CH:29]=[C:30]([CH2:31][NH:32][C:11](=[O:13])[C:10]3[CH:14]=[CH:15][C:16]([CH3:18])=[N:17][C:9]=3[NH2:8])[CH:33]=[CH:34][CH:35]=2)=[CH:23][CH:22]=1. The catalyst class is: 136. (2) Reactant: [C:1]([Br:5])(Br)(Br)[Br:2].C1(P(C2C=CC=CC=2)C2C=CC=CC=2)C=CC=CC=1.[CH2:25]([CH:27]([CH2:35][CH3:36])[CH2:28][CH:29]1[CH2:32][CH:31]([CH:33]=O)[CH2:30]1)[CH3:26].C(=O)(O)[O-].[Na+]. Product: [Br:2][C:1]([Br:5])=[CH:33][CH:31]1[CH2:32][CH:29]([CH2:28][CH:27]([CH2:25][CH3:26])[CH2:35][CH3:36])[CH2:30]1. The catalyst class is: 2. (3) Reactant: [Cl:1][C:2]1[CH:7]=[C:6]([N+:8]([O-])=O)[C:5]([NH:11][C:12](=O)[CH2:13][C:14]([F:17])([F:16])[F:15])=[C:4]([F:19])[CH:3]=1.B.O1CCCC1. The catalyst class is: 1. Product: [Cl:1][C:2]1[CH:7]=[C:6]([NH2:8])[C:5]([NH:11][CH2:12][CH2:13][C:14]([F:15])([F:16])[F:17])=[C:4]([F:19])[CH:3]=1.